This data is from Full USPTO retrosynthesis dataset with 1.9M reactions from patents (1976-2016). The task is: Predict the reactants needed to synthesize the given product. (1) Given the product [CH3:12][O:11][CH2:10][CH2:9][O:8][C:6]1[CH:5]=[CH:4][C:3](/[CH:13]=[CH:14]/[C:15]([O:17][CH2:18][CH3:19])=[O:16])=[C:2]([O:1][CH2:21][C:22]2[N:23]=[C:24]([C:28]3[CH:33]=[CH:32][CH:31]=[CH:30][CH:29]=3)[O:25][C:26]=2[CH3:27])[CH:7]=1, predict the reactants needed to synthesize it. The reactants are: [OH:1][C:2]1[CH:7]=[C:6]([O:8][CH2:9][CH2:10][O:11][CH3:12])[CH:5]=[CH:4][C:3]=1/[CH:13]=[CH:14]/[C:15]([O:17][CH2:18][CH3:19])=[O:16].Cl[CH2:21][C:22]1[N:23]=[C:24]([C:28]2[CH:33]=[CH:32][CH:31]=[CH:30][CH:29]=2)[O:25][C:26]=1[CH3:27].C(=O)([O-])[O-].[K+].[K+].O. (2) Given the product [C:1]([OH:4])(=[O:3])[CH2:2]/[CH:18]=[CH:17]/[CH2:16][CH2:15][CH2:14][C:13]#[C:12][CH3:11], predict the reactants needed to synthesize it. The reactants are: [C:1]([O-:4])(=[O:3])[CH3:2].[NH2+]1CCCCC1.[CH:11](=O)[CH2:12][CH2:13][CH2:14][CH2:15][C:16]#[C:17][CH3:18].C(O)(=O)CC(O)=O.O. (3) Given the product [Cl:32][C:33]1[CH:39]=[CH:38][C:36]([NH:37][C:21]([NH:1][C:2]2[C:11]3[C:6](=[CH:7][CH:8]=[CH:9][CH:10]=3)[N:5]=[C:4]([CH3:12])[CH:3]=2)=[O:23])=[CH:35][C:34]=1[O:40][CH2:41][CH2:42][N:43]([CH3:45])[CH3:44], predict the reactants needed to synthesize it. The reactants are: [NH2:1][C:2]1[C:11]2[C:6](=[CH:7][CH:8]=[CH:9][CH:10]=2)[N:5]=[C:4]([CH3:12])[CH:3]=1.C(N(CC)CC)C.Cl[C:21](Cl)([O:23]C(=O)OC(Cl)(Cl)Cl)Cl.[Cl:32][C:33]1[CH:39]=[CH:38][C:36]([NH2:37])=[CH:35][C:34]=1[O:40][CH2:41][CH2:42][N:43]([CH3:45])[CH3:44]. (4) Given the product [C:1]([O:4][CH:5]([C:7]1[N+:16]([O-:17])=[CH:15][C:10]2[C:9]([C:8]=1[Br:18])=[CH:14][CH:13]=[CH:12][CH:11]=2)[CH3:6])(=[O:3])[CH3:2], predict the reactants needed to synthesize it. The reactants are: [C:1]([O:4][CH:5]([C:7]#[C:8][C:9]1[CH:14]=[CH:13][CH:12]=[CH:11][C:10]=1/[CH:15]=[N:16]\[OH:17])[CH3:6])(=[O:3])[CH3:2].[Br:18]N1C(=O)CCC1=O.[O-]S([O-])(=S)=O.[Na+].[Na+]. (5) Given the product [CH3:1][O:2][C:3]([CH:4]1[CH2:8][CH2:7][CH2:6][N:5]1[C:12](=[O:13])[CH2:11][Cl:10])=[O:9], predict the reactants needed to synthesize it. The reactants are: [CH3:1][O:2][C:3](=[O:9])[C@@H:4]1[CH2:8][CH2:7][CH2:6][NH:5]1.[Cl:10][CH2:11][C:12](Cl)=[O:13]. (6) Given the product [CH3:3][CH:4]([CH3:7])[CH2:5][CH2:6][C:20]([C:19]1[CH:22]=[CH:23][C:16]([C:15]([F:25])([F:24])[F:14])=[CH:17][CH:18]=1)=[O:26], predict the reactants needed to synthesize it. The reactants are: [Mg].Br[CH2:3][CH:4]([CH3:7])[CH2:5][CH3:6].BrCCCCC.[F:14][C:15]([F:25])([F:24])[C:16]1[CH:23]=[CH:22][C:19]([C:20]#N)=[CH:18][CH:17]=1.[OH2:26]. (7) Given the product [CH:29]1([CH2:28][N:5]([S:2]([CH3:1])(=[O:3])=[O:4])[C:6]2[CH:11]=[CH:10][CH:9]=[CH:8][C:7]=2[CH:12]2[CH2:13][CH2:14][N:15]([C:18]([O:20][C:21]([CH3:24])([CH3:23])[CH3:22])=[O:19])[CH2:16][CH2:17]2)[CH2:31][CH2:30]1, predict the reactants needed to synthesize it. The reactants are: [CH3:1][S:2]([NH:5][C:6]1[CH:11]=[CH:10][CH:9]=[CH:8][C:7]=1[CH:12]1[CH2:17][CH2:16][N:15]([C:18]([O:20][C:21]([CH3:24])([CH3:23])[CH3:22])=[O:19])[CH2:14][CH2:13]1)(=[O:4])=[O:3].[H-].[Na+].Br[CH2:28][CH:29]1[CH2:31][CH2:30]1.